This data is from Full USPTO retrosynthesis dataset with 1.9M reactions from patents (1976-2016). The task is: Predict the reactants needed to synthesize the given product. Given the product [CH3:22][S:19]([C:16]1[CH:17]=[CH:18][C:13]([C:12]2[N:6]3[C:7]([CH:8]=[N:9][C:4]([NH:33][C:30]4[CH:31]=[CH:32][C:27]5[N:26]=[CH:25][N:24]([CH3:23])[C:28]=5[CH:29]=4)=[N:5]3)=[CH:10][CH:11]=2)=[CH:14][CH:15]=1)(=[O:21])=[O:20], predict the reactants needed to synthesize it. The reactants are: CS([C:4]1[N:9]=[CH:8][C:7]2=[CH:10][CH:11]=[C:12]([C:13]3[CH:18]=[CH:17][C:16]([S:19]([CH3:22])(=[O:21])=[O:20])=[CH:15][CH:14]=3)[N:6]2[N:5]=1)=O.[CH3:23][N:24]1[C:28]2[CH:29]=[C:30]([NH2:33])[CH:31]=[CH:32][C:27]=2[N:26]=[CH:25]1.